Dataset: Catalyst prediction with 721,799 reactions and 888 catalyst types from USPTO. Task: Predict which catalyst facilitates the given reaction. (1) Reactant: [NH2:1][C:2]1[CH:10]=[C:9]([O:11][CH3:12])[CH:8]=[C:7]([O:13][CH3:14])[C:3]=1[C:4]([NH2:6])=[O:5].[CH3:15][C:16]1[CH:17]=[C:18]([CH:21]=[C:22]([CH3:32])[C:23]=1[O:24][CH2:25][C:26]1[CH:31]=[CH:30][CH:29]=[CH:28][CH:27]=1)[CH:19]=O.S([O-])(O)=O.[Na+].C1(C)C=CC(S(O)(=O)=O)=CC=1. Product: [CH2:25]([O:24][C:23]1[C:16]([CH3:15])=[CH:17][C:18]([C:19]2[NH:6][C:4](=[O:5])[C:3]3[C:2](=[CH:10][C:9]([O:11][CH3:12])=[CH:8][C:7]=3[O:13][CH3:14])[N:1]=2)=[CH:21][C:22]=1[CH3:32])[C:26]1[CH:27]=[CH:28][CH:29]=[CH:30][CH:31]=1. The catalyst class is: 395. (2) Reactant: [CH2:1]([O:5][C:6]1[N:14]=[C:13]2[C:9]([N:10]=[CH:11][NH:12]2)=[C:8]([NH2:15])[N:7]=1)[CH2:2][CH2:3][CH3:4].C([O-])([O-])=O.[K+].[K+].Br[CH2:23][C:24]1[CH:25]=[C:26]([CH:34]=[CH:35][CH:36]=1)[CH2:27][P:28]([CH3:33])(=[O:32])[O:29][CH2:30][CH3:31]. Product: [NH2:15][C:8]1[N:7]=[C:6]([O:5][CH2:1][CH2:2][CH2:3][CH3:4])[N:14]=[C:13]2[C:9]=1[N:10]=[CH:11][N:12]2[CH2:23][C:24]1[CH:25]=[C:26]([CH2:27][P:28]([CH3:33])(=[O:32])[O:29][CH2:30][CH3:31])[CH:34]=[CH:35][CH:36]=1. The catalyst class is: 3. (3) Reactant: C[O:2][C:3]1[CH:8]=[CH:7][N:6]=[C:5]([C:9]2[CH:10]=[C:11]3[C:15](=[CH:16][CH:17]=2)[N:14]([CH3:18])[N:13]=[CH:12]3)[N:4]=1.[OH-].[Na+]. Product: [CH3:18][N:14]1[C:15]2[C:11](=[CH:10][C:9]([C:5]3[N:4]=[C:3]([OH:2])[CH:8]=[CH:7][N:6]=3)=[CH:17][CH:16]=2)[CH:12]=[N:13]1. The catalyst class is: 33. (4) Reactant: Br[C:2]1[CH:3]=[C:4]([O:10][CH3:11])[C:5](=[O:9])[N:6]([CH3:8])[CH:7]=1.[CH2:12]([S:14]([C:17]1[CH:18]=[CH:19][C:20]([F:32])=[C:21](B2OC(C)(C)C(C)(C)O2)[CH:22]=1)(=[O:16])=[O:15])[CH3:13].[O-]P([O-])([O-])=O.[K+].[K+].[K+]. Product: [CH2:12]([S:14]([C:17]1[CH:22]=[CH:21][C:20]([F:32])=[C:19]([C:2]2[CH:3]=[C:4]([O:10][CH3:11])[C:5](=[O:9])[N:6]([CH3:8])[CH:7]=2)[CH:18]=1)(=[O:15])=[O:16])[CH3:13]. The catalyst class is: 117. (5) Reactant: O=[CH:2][C@@H:3]([NH:5][C:6](=[O:12])[O:7][C:8]([CH3:11])([CH3:10])[CH3:9])[CH3:4].[NH2:13][CH:14]([C:17]([F:20])([F:19])[F:18])[CH2:15][OH:16].C(O[BH-](OC(=O)C)OC(=O)C)(=O)C.[Na+]. Product: [F:18][C:17]([F:20])([F:19])[CH:14]([NH:13][CH2:2][C@@H:3]([NH:5][C:6](=[O:12])[O:7][C:8]([CH3:11])([CH3:10])[CH3:9])[CH3:4])[CH2:15][OH:16]. The catalyst class is: 2.